Task: Predict the reaction yield, written as a fraction of the theoretical maximum amount of product (1.0 means a 100% yield; for example, 0.34 means a 34% yield).. Dataset: Reaction yield outcomes from USPTO patents with 853,638 reactions (1) The reactants are [N:1]([CH2:4][CH:5]1[CH2:8][CH:7]([C:9]([O:11]CC2C=CC=CC=2)=[O:10])[CH2:6]1)=[N+]=[N-]. The catalyst is [Pd].CO. The product is [NH2:1][CH2:4][CH:5]1[CH2:8][CH:7]([C:9]([OH:11])=[O:10])[CH2:6]1. The yield is 1.00. (2) The reactants are [Cl:1][C:2]1[CH:7]=[CH:6][C:5]([CH:8]([C:21]([N:23]2[CH2:28][CH2:27][N:26]([C:29]3[C:30]4[CH2:37][CH2:36][CH:35]([OH:38])[C:31]=4[N:32]=[CH:33][N:34]=3)[CH2:25][CH2:24]2)=[O:22])[CH2:9][N:10]([CH:18]([CH3:20])[CH3:19])C(=O)OC(C)(C)C)=[CH:4][CH:3]=1.[ClH:39]. The catalyst is C(Cl)Cl.O1CCOCC1. The product is [ClH:1].[ClH:39].[Cl:1][C:2]1[CH:7]=[CH:6][C:5]([CH:8]([CH2:9][NH:10][CH:18]([CH3:20])[CH3:19])[C:21]([N:23]2[CH2:24][CH2:25][N:26]([C:29]3[C:30]4[CH2:37][CH2:36][CH:35]([OH:38])[C:31]=4[N:32]=[CH:33][N:34]=3)[CH2:27][CH2:28]2)=[O:22])=[CH:4][CH:3]=1. The yield is 0.990. (3) The reactants are [NH2:1][C:2]1[C:3]([NH:12][C:13](=O)[CH2:14][CH2:15][CH3:16])=[C:4]([CH:9]=[CH:10][CH:11]=1)[C:5]([O:7][CH3:8])=[O:6]. The catalyst is C(O)(=O)C. The product is [CH2:14]([C:13]1[NH:1][C:2]2[CH:11]=[CH:10][CH:9]=[C:4]([C:5]([O:7][CH3:8])=[O:6])[C:3]=2[N:12]=1)[CH2:15][CH3:16]. The yield is 0.870.